From a dataset of Full USPTO retrosynthesis dataset with 1.9M reactions from patents (1976-2016). Predict the reactants needed to synthesize the given product. (1) Given the product [CH2:10]([C@H:17]1[CH2:18][N:19]([C:23]2[CH:28]=[CH:27][C:26]([O:29][CH3:30])=[C:25]([O:31][CH:32]3[CH2:35][CH2:34][CH2:33]3)[CH:24]=2)[CH2:20][CH2:21][N:22]1[C:7](=[O:9])[CH2:6][C:5]1[N:4]=[N:3][NH:2][N:1]=1)[C:11]1[CH:12]=[CH:13][CH:14]=[CH:15][CH:16]=1, predict the reactants needed to synthesize it. The reactants are: [N:1]1[NH:2][N:3]=[N:4][C:5]=1[CH2:6][C:7]([OH:9])=O.[CH2:10]([C@@H:17]1[NH:22][CH2:21][CH2:20][N:19]([C:23]2[CH:28]=[CH:27][C:26]([O:29][CH3:30])=[C:25]([O:31][CH:32]3[CH2:35][CH2:34][CH2:33]3)[CH:24]=2)[CH2:18]1)[C:11]1[CH:16]=[CH:15][CH:14]=[CH:13][CH:12]=1. (2) The reactants are: [NH:1]1[CH:5]=[CH:4][CH:3]=[C:2]1/[CH:6]=[C:7]1\[CH2:8][N:9]([C:14]([C:27]2[CH:32]=[CH:31][CH:30]=[CH:29][CH:28]=2)([C:21]2[CH:26]=[CH:25][CH:24]=[CH:23][CH:22]=2)[C:15]2[CH:20]=[CH:19][CH:18]=[CH:17][CH:16]=2)[CH2:10][CH2:11][C:12]\1=[O:13].Br[CH2:34][C:35]([O:37][CH2:38][CH3:39])=[O:36].C(=O)([O-])[O-].[K+].[K+].[I-].[K+]. Given the product [CH2:38]([O:37][C:35]([CH2:34][N:1]1[CH:5]=[CH:4][CH:3]=[C:2]1/[CH:6]=[C:7]1\[CH2:8][N:9]([C:14]([C:21]2[CH:22]=[CH:23][CH:24]=[CH:25][CH:26]=2)([C:15]2[CH:20]=[CH:19][CH:18]=[CH:17][CH:16]=2)[C:27]2[CH:32]=[CH:31][CH:30]=[CH:29][CH:28]=2)[CH2:10][CH2:11][C:12]\1=[O:13])=[O:36])[CH3:39], predict the reactants needed to synthesize it.